Dataset: Forward reaction prediction with 1.9M reactions from USPTO patents (1976-2016). Task: Predict the product of the given reaction. (1) Given the reactants [CH2:1]([OH:23])[C@H:2]1[O:7][C@@H]([O:7][C@H:2]2[C@H:3]([OH:22])[C@@H:4]([OH:21])[C@H:5]([OH:20])[O:23][C@@H:1]2CO)[C@H:5]([OH:20])[C@@H:4]([OH:21])[C@@H:3]1[OH:22].O=C[C@@H]([C@H]([C@@H](CO)O)O)O, predict the reaction product. The product is: [CH2:1]([OH:23])[C@@H:2]([C@H:3]([C@@H:4]([CH2:5][OH:20])[OH:21])[OH:22])[OH:7]. (2) Given the reactants [C:1]([O:5][C:6](=[O:36])[NH:7][C:8]1([C:12]2[CH:17]=[CH:16][C:15](C3C(=O)C4C(=CC=C(F)C=4)OC=3C3C=CC=CC=3)=[CH:14][CH:13]=2)[CH2:11][CH2:10][CH2:9]1)([CH3:4])([CH3:3])[CH3:2].I[C:38]1[C:47](=[O:48])[C:46]2[C:41](=[CH:42][C:43]([CH3:51])=[C:44]([O:49][CH3:50])[CH:45]=2)[O:40][C:39]=1[C:52]1[CH:57]=[CH:56][CH:55]=[CH:54][CH:53]=1, predict the reaction product. The product is: [C:1]([O:5][C:6](=[O:36])[NH:7][C:8]1([C:12]2[CH:13]=[CH:14][C:15]([C:38]3[C:47](=[O:48])[C:46]4[C:41](=[CH:42][C:43]([CH3:51])=[C:44]([O:49][CH3:50])[CH:45]=4)[O:40][C:39]=3[C:52]3[CH:57]=[CH:56][CH:55]=[CH:54][CH:53]=3)=[CH:16][CH:17]=2)[CH2:9][CH2:10][CH2:11]1)([CH3:4])([CH3:2])[CH3:3]. (3) Given the reactants [CH3:1][C:2]1[C:7]([C:8]([OH:10])=O)=[C:6]([CH3:11])[N:5]=[CH:4][N:3]=1.C[O:13][C:14](=[O:42])[C:15]1[CH:20]=[CH:19][C:18]([N:21]([CH:31]2[CH2:36][CH2:35][N:34]([CH:37]([CH3:41])[CH2:38][CH2:39][NH2:40])[CH2:33][CH2:32]2)[CH2:22][C:23]2[CH:28]=[CH:27][CH:26]=[C:25]([C:29]#[N:30])[CH:24]=2)=[CH:17][CH:16]=1, predict the reaction product. The product is: [C:29]([C:25]1[CH:24]=[C:23]([CH:28]=[CH:27][CH:26]=1)[CH2:22][N:21]([CH:31]1[CH2:32][CH2:33][N:34]([CH:37]([CH3:41])[CH2:38][CH2:39][NH:40][C:8]([C:7]2[C:2]([CH3:1])=[N:3][CH:4]=[N:5][C:6]=2[CH3:11])=[O:10])[CH2:35][CH2:36]1)[C:18]1[CH:17]=[CH:16][C:15]([C:14]([OH:42])=[O:13])=[CH:20][CH:19]=1)#[N:30]. (4) Given the reactants C(O[C:6](=O)[N:7]([CH2:9][C:10]1[CH:14]=[C:13]([C:15]2[CH:20]=[CH:19][CH:18]=[CH:17][CH:16]=2)[N:12]([S:21]([C:24]2[CH:25]=[N:26][C:27]([Cl:30])=[CH:28][CH:29]=2)(=[O:23])=[O:22])[CH:11]=1)C)(C)(C)C.[CH3:32][N:33](C)C=O.C(OCC)(=O)C.Cl, predict the reaction product. The product is: [ClH:30].[CH3:6][NH:7][CH2:9][C:10]1[CH:14]=[C:13]([C:15]2[CH:16]=[CH:17][CH:18]=[CH:19][CH:20]=2)[N:12]([S:21]([C:24]2[CH:29]=[CH:28][C:27]([C:32]#[N:33])=[N:26][CH:25]=2)(=[O:22])=[O:23])[CH:11]=1. (5) Given the reactants [C:1](Cl)(=[O:5])[C:2](Cl)=[O:3].ClCCl.[F:10][C:11]1[CH:12]=[C:13]([C@H:19]2[NH:24][C@H:23]([CH:25]([OH:27])[CH3:26])[CH2:22][O:21][CH2:20]2)[CH:14]=[C:15]([F:18])[C:16]=1[F:17].N1C=CC=CC=1, predict the reaction product. The product is: [CH3:26][CH:25]1[C@H:23]2[CH2:22][O:21][CH2:20][C@@H:19]([C:13]3[CH:12]=[C:11]([F:10])[C:16]([F:17])=[C:15]([F:18])[CH:14]=3)[N:24]2[C:2](=[O:3])[C:1](=[O:5])[O:27]1. (6) The product is: [CH2:1]([O:4][C:5]1[CH:6]=[C:7]([CH:27]=[CH:28][C:29]=1[F:30])[O:8][C:9]1[CH:26]=[CH:25][C:12]([CH2:13][N:14]([CH2:34][C:33]2[CH:36]=[CH:37][C:38]([F:40])=[CH:39][C:32]=2[F:31])[C:15]2[CH:20]=[CH:19][CH:18]=[C:17]([N+:21]([O-:23])=[O:22])[C:16]=2[CH3:24])=[CH:11][CH:10]=1)[CH:2]=[CH2:3]. Given the reactants [CH2:1]([O:4][C:5]1[CH:6]=[C:7]([CH:27]=[CH:28][C:29]=1[F:30])[O:8][C:9]1[CH:26]=[CH:25][C:12]([CH2:13][NH:14][C:15]2[CH:20]=[CH:19][CH:18]=[C:17]([N+:21]([O-:23])=[O:22])[C:16]=2[CH3:24])=[CH:11][CH:10]=1)[CH:2]=[CH2:3].[F:31][C:32]1[CH:39]=[C:38]([F:40])[CH:37]=[CH:36][C:33]=1[CH2:34]Br, predict the reaction product.